From a dataset of Forward reaction prediction with 1.9M reactions from USPTO patents (1976-2016). Predict the product of the given reaction. (1) Given the reactants [C:1]([N:4]1[C:13]2[C:12]3=[N:14][C:15]([CH3:18])=[C:16]([CH3:17])[N:11]3[CH:10]=[CH:9][C:8]=2[C@@H:7](O)[CH2:6][C@H:5]1[C:20]1[CH:25]=[CH:24][CH:23]=[CH:22][CH:21]=1)(=[O:3])[CH3:2].CS(Cl)(=O)=O, predict the reaction product. The product is: [C:1]([N:4]1[C:13]2[C:12]3=[N:14][C:15]([CH3:18])=[C:16]([CH3:17])[N:11]3[CH:10]=[CH:9][C:8]=2[CH:7]=[CH:6][CH:5]1[C:20]1[CH:25]=[CH:24][CH:23]=[CH:22][CH:21]=1)(=[O:3])[CH3:2]. (2) Given the reactants [F:1][C@H:2]1[C@@H:7]([O:8][C:9]2[CH:16]=[CH:15][C:14]([C:17]3[N:22]=[C:21]([NH:23][C:24]4[CH:29]=[CH:28][C:27]([N:30]5[CH2:35][CH2:34][N:33]([CH:36]6[CH2:39][O:38][CH2:37]6)[CH2:32][CH2:31]5)=[CH:26][CH:25]=4)[N:20]=[CH:19][N:18]=3)=[CH:13][C:10]=2[C:11]#[N:12])[CH2:6][CH2:5][NH:4][CH2:3]1.[OH:40][CH2:41][CH2:42][N:43]1[C:47]([C:48](O)=[O:49])=[CH:46][CH:45]=[N:44]1, predict the reaction product. The product is: [F:1][C@H:2]1[C@@H:7]([O:8][C:9]2[CH:16]=[CH:15][C:14]([C:17]3[N:22]=[C:21]([NH:23][C:24]4[CH:29]=[CH:28][C:27]([N:30]5[CH2:31][CH2:32][N:33]([CH:36]6[CH2:39][O:38][CH2:37]6)[CH2:34][CH2:35]5)=[CH:26][CH:25]=4)[N:20]=[CH:19][N:18]=3)=[CH:13][C:10]=2[C:11]#[N:12])[CH2:6][CH2:5][N:4]([C:48]([C:47]2[N:43]([CH2:42][CH2:41][OH:40])[N:44]=[CH:45][CH:46]=2)=[O:49])[CH2:3]1. (3) Given the reactants [NH2:1][C@H:2]1[CH2:6][CH2:5][CH2:4][C@@H:3]1[NH:7][CH2:8][C:9]([O:11]CC)=O.C(N(CC)CC)C, predict the reaction product. The product is: [NH:1]1[C:9](=[O:11])[CH2:8][NH:7][C@H:3]2[CH2:4][CH2:5][CH2:6][C@H:2]12. (4) Given the reactants [CH:1]1([CH2:4][O:5][C:6]2[N:11]=[C:10]([C:12]([OH:14])=O)[CH:9]=[CH:8][C:7]=2[CH3:15])[CH2:3][CH2:2]1.[NH2:16][C:17]([CH3:23])([CH3:22])[C:18]([NH:20][CH3:21])=[O:19], predict the reaction product. The product is: [CH3:22][C:17]([NH:16][C:12]([C:10]1[CH:9]=[CH:8][C:7]([CH3:15])=[C:6]([O:5][CH2:4][CH:1]2[CH2:2][CH2:3]2)[N:11]=1)=[O:14])([C:18](=[O:19])[NH:20][CH3:21])[CH3:23]. (5) Given the reactants [F:1][C:2]1[CH:3]=[C:4]([C:13]2[N:17]([C:18]3[CH:19]=[N:20][CH:21]=[CH:22][CH:23]=3)[N:16]=[C:15]([C:24](O)=[O:25])[CH:14]=2)[CH:5]=[C:6]([O:8][C:9]([F:12])([F:11])[F:10])[CH:7]=1.ClC1C=C(C2N(C3C=CC=CN=3)N=[C:37]([C:46]([N:48]3[CH2:52][C:51](=[O:53])NC3)=O)C=2)C=C(F)C=1.N1CCOCC1, predict the reaction product. The product is: [F:1][C:2]1[CH:3]=[C:4]([C:13]2[N:17]([C:18]3[CH:19]=[N:20][CH:21]=[CH:22][CH:23]=3)[N:16]=[C:15]([C:24]([N:48]3[CH2:46][CH2:37][O:53][CH2:51][CH2:52]3)=[O:25])[CH:14]=2)[CH:5]=[C:6]([O:8][C:9]([F:12])([F:10])[F:11])[CH:7]=1. (6) Given the reactants [CH3:1][C:2]1[N:7]=[C:6]([S:8][CH3:9])[CH:5]=[CH:4][N:3]=1.[Br:10][CH2:11][C:12]([C:14]1[C:15](=[O:25])[O:16][C:17]2[C:22]([CH:23]=1)=[CH:21][CH:20]=[C:19]([F:24])[CH:18]=2)=[O:13], predict the reaction product. The product is: [Br-:10].[F:24][C:19]1[CH:18]=[C:17]2[C:22]([CH:23]=[C:14]([C:12](=[O:13])[CH2:11][N+:3]3[CH:4]=[CH:5][C:6]([S:8][CH3:9])=[N:7][C:2]=3[CH3:1])[C:15](=[O:25])[O:16]2)=[CH:21][CH:20]=1. (7) Given the reactants [NH2:1][C:2]1[N:7]=[C:6]([CH3:8])[C:5]([C:9]#[C:10][CH2:11][NH:12][C:13](=[O:19])[O:14][C:15]([CH3:18])([CH3:17])[CH3:16])=[C:4]([NH:20][CH2:21][CH2:22][CH2:23][CH2:24][CH3:25])[N:3]=1, predict the reaction product. The product is: [NH2:1][C:2]1[N:7]=[C:6]([CH3:8])[C:5]([CH2:9][CH2:10][CH2:11][NH:12][C:13](=[O:19])[O:14][C:15]([CH3:16])([CH3:17])[CH3:18])=[C:4]([NH:20][CH2:21][CH2:22][CH2:23][CH2:24][CH3:25])[N:3]=1.